From a dataset of Full USPTO retrosynthesis dataset with 1.9M reactions from patents (1976-2016). Predict the reactants needed to synthesize the given product. (1) Given the product [Cl:12][C:3]1[C:2]([OH:1])=[CH:11][C:6]([C:7]([O:9][CH3:10])=[O:8])=[CH:5][N:4]=1, predict the reactants needed to synthesize it. The reactants are: [OH:1][C:2]1[CH:3]=[N:4][CH:5]=[C:6]([CH:11]=1)[C:7]([O:9][CH3:10])=[O:8].[Cl:12][O-].[Na+].Cl. (2) Given the product [O:28]=[C:27]1[CH:26]([N:25]2[C:21](=[O:23])[C:13]3[C:14](=[CH:18][CH:19]=[CH:20][C:12]=3[NH:11][C:2]3[CH:3]=[CH:4][C:5]4[C:10](=[CH:9][CH:8]=[CH:7][CH:6]=4)[CH:1]=3)[C:15]2=[O:17])[CH2:32][CH2:31][C:30](=[O:33])[NH:29]1, predict the reactants needed to synthesize it. The reactants are: [CH:1]1[C:10]2[C:5](=[CH:6][CH:7]=[CH:8][CH:9]=2)[CH:4]=[CH:3][C:2]=1[NH:11][C:12]1[CH:20]=[CH:19][CH:18]=[C:14]([C:15]([OH:17])=O)[C:13]=1[C:21]([OH:23])=O.Cl.[NH2:25][CH:26]1[CH2:32][CH2:31][C:30](=[O:33])[NH:29][C:27]1=[O:28]. (3) Given the product [I:14][CH2:2][CH2:3][CH2:4][C:5]1[S:9][C:8]2[CH:10]=[CH:11][CH:12]=[CH:13][C:7]=2[CH:6]=1, predict the reactants needed to synthesize it. The reactants are: Cl[CH2:2][CH2:3][CH2:4][C:5]1[S:9][C:8]2[CH:10]=[CH:11][CH:12]=[CH:13][C:7]=2[CH:6]=1.[I-:14].[Na+].S([O-])([O-])(=O)=S.[Na+].[Na+]. (4) Given the product [Br:22][C:23]1[CH:31]=[CH:30][C:29]2[C:25](=[C:26]3[NH:32][C:6]([CH:8]4[CH2:9][CH2:10][N:11]([C:14]([O:16][C:17]([CH3:18])([CH3:19])[CH3:20])=[O:15])[CH2:12][CH2:13]4)=[CH:5][C:4](=[O:21])[N:27]3[N:28]=2)[CH:24]=1, predict the reactants needed to synthesize it. The reactants are: C(O[C:4](=[O:21])[CH2:5][C:6]([CH:8]1[CH2:13][CH2:12][N:11]([C:14]([O:16][C:17]([CH3:20])([CH3:19])[CH3:18])=[O:15])[CH2:10][CH2:9]1)=O)C.[Br:22][C:23]1[CH:24]=[C:25]2[C:29](=[CH:30][CH:31]=1)[NH:28][N:27]=[C:26]2[NH2:32].P([O-])([O-])([O-])=O.[K+].[K+].[K+]. (5) Given the product [Cl:33][C:34]1[CH:35]=[C:36]([N:44]2[CH2:47][C:46]([CH2:49][O:50][C:51]3[C:60]([CH:61]4[CH2:62][CH2:63]4)=[CH:59][C:54]([C:55]([OH:57])=[O:56])=[C:53]([F:64])[CH:52]=3)([CH3:48])[CH2:45]2)[C:6]([C:8]([F:11])([F:10])[F:9])=[CH:5][N:4]=1, predict the reactants needed to synthesize it. The reactants are: ClC1C(N2CC(COC3C(C4CC4)=CC(C(OC)=O)=C(F)C=3)(C)C2)=[N:4][CH:5]=[C:6]([C:8]([F:11])([F:10])[F:9])C=1.[Cl:33][C:34]1C(C(F)(F)F)=CN=[C:36]([N:44]2[CH2:47][C:46]([CH2:49][O:50][C:51]3[C:60]([CH:61]4[CH2:63][CH2:62]4)=[CH:59][C:54]([C:55]([O:57]C)=[O:56])=[C:53]([F:64])[CH:52]=3)([CH3:48])[CH2:45]2)[CH:35]=1. (6) Given the product [C:33]([O:37][C:38](=[O:44])[NH:39][CH2:40][CH2:41][CH2:42][N:6]1[C:5]2[CH:12]=[CH:13][C:2]([CH3:1])=[CH:3][C:4]=2[C:9](=[O:10])[O:8][C:7]1=[O:11])([CH3:36])([CH3:35])[CH3:34], predict the reactants needed to synthesize it. The reactants are: [CH3:1][C:2]1[CH:13]=[CH:12][C:5]2[NH:6][C:7](=[O:11])[O:8][C:9](=[O:10])[C:4]=2[CH:3]=1.C1(P(C2C=CC=CC=2)C2C=CC=CC=2)C=CC=CC=1.[C:33]([O:37][C:38](=[O:44])[NH:39][CH2:40][CH2:41][CH2:42]O)([CH3:36])([CH3:35])[CH3:34].N(C(OC(C)C)=O)=NC(OC(C)C)=O.